The task is: Predict the product of the given reaction.. This data is from Forward reaction prediction with 1.9M reactions from USPTO patents (1976-2016). (1) Given the reactants C([Si](C)(C)[O:6][CH2:7][CH2:8][N:9]([C:34]#[N:35])[C:10]1[CH:15]=[CH:14][C:13]([NH:16][C:17](=[O:33])[C:18]2[CH:23]=[CH:22][N:21]=[CH:20][C:19]=2[NH:24][C:25]([C:27]2[S:28][C:29]([Cl:32])=[CH:30][CH:31]=2)=[O:26])=[CH:12][CH:11]=1)(C)(C)C.[CH3:38][S:39]([OH:42])(=[O:41])=[O:40], predict the reaction product. The product is: [CH3:38][S:39]([OH:42])(=[O:41])=[O:40].[Cl:32][C:29]1[S:28][C:27]([C:25]([NH:24][C:19]2[CH:20]=[N:21][CH:22]=[CH:23][C:18]=2[C:17]([NH:16][C:13]2[CH:14]=[CH:15][C:10]([N:9]3[CH2:8][CH2:7][O:6][C:34]3=[NH:35])=[CH:11][CH:12]=2)=[O:33])=[O:26])=[CH:31][CH:30]=1. (2) Given the reactants [F:1][C:2]([F:7])([F:6])[C:3]([OH:5])=[O:4].N1CC[CH2:33][C@H:9]1[C:10](NCCCNC1C2C(=O)C3C(=CC=CC=3)C(=O)C=2C=CC=1)=O.FC(F)(F)C(O)=O.[NH2:43][C@H:44]([C:49]([N:51]1[CH2:78][CH2:77][CH2:76][C@@H:52]1[C:53]([NH:55][CH2:56][CH2:57][CH2:58][NH:59][C:60]1[C:73]2[C:72](=[O:74])[C:71]3[C:66](=[CH:67][CH:68]=[CH:69][CH:70]=3)[C:65](=[O:75])[C:64]=2[CH:63]=[CH:62][CH:61]=1)=[O:54])=[O:50])[CH2:45][CH:46]([CH3:48])[CH3:47], predict the reaction product. The product is: [F:1][C:2]([F:7])([F:6])[C:3]([OH:5])=[O:4].[NH2:43][C@H:44]([C:49]([N:51]1[CH2:78][CH2:77][CH2:76][C@H:52]1[C:53]([NH:55][CH2:56][CH2:57][CH2:58][NH:59][C:60]1[C:73]2[C:72](=[O:74])[C:71]3[C:66](=[CH:67][CH:68]=[CH:69][CH:70]=3)[C:65](=[O:75])[C:64]=2[CH:63]=[CH:62][CH:61]=1)=[O:54])=[O:50])[CH2:45][C:46]1[CH:47]=[CH:33][CH:9]=[CH:10][CH:48]=1.